This data is from Reaction yield outcomes from USPTO patents with 853,638 reactions. The task is: Predict the reaction yield, written as a fraction of the theoretical maximum amount of product (1.0 means a 100% yield; for example, 0.34 means a 34% yield). (1) The reactants are Br.Br[CH2:3][C:4]([C:6]1[CH:11]=[CH:10][N:9]=[CH:8][CH:7]=1)=O.[CH3:12][O:13][C:14]1[CH:15]=[C:16]([NH:20][C:21]([NH2:23])=[S:22])[CH:17]=[CH:18][CH:19]=1.N. The catalyst is CCO.O. The product is [CH3:12][O:13][C:14]1[CH:15]=[C:16]([NH:20][C:21]2[S:22][CH:3]=[C:4]([C:6]3[CH:11]=[CH:10][N:9]=[CH:8][CH:7]=3)[N:23]=2)[CH:17]=[CH:18][CH:19]=1. The yield is 0.680. (2) The reactants are [Cl:1][CH:2]1[CH2:7][CH2:6][NH:5][CH2:4][CH:3]1[NH:8][P:9](=[O:16])([O:13][CH2:14][CH3:15])[O:10][CH2:11][CH3:12].Cl[C:18]1[CH:23]=[CH:22][N:21]=[CH:20][C:19]=1[N+:24]([O-:26])=[O:25].CCN(C(C)C)C(C)C. The catalyst is C(O)(C)C. The product is [Cl:1][CH:2]1[CH2:7][CH2:6][N:5]([C:18]2[CH:23]=[CH:22][N:21]=[CH:20][C:19]=2[N+:24]([O-:26])=[O:25])[CH2:4][CH:3]1[NH:8][P:9](=[O:16])([O:13][CH2:14][CH3:15])[O:10][CH2:11][CH3:12]. The yield is 0.690.